Predict the reactants needed to synthesize the given product. From a dataset of Full USPTO retrosynthesis dataset with 1.9M reactions from patents (1976-2016). (1) Given the product [Cl:24][C:23]1[CH:22]=[CH:48][C:49]([CH:51]([C:44]2[CH:49]=[CH:48][CH:47]=[CH:46][CH:45]=2)[N:16]2[CH2:14][CH2:13][N:31]([CH2:2][CH2:3][O:4][CH2:5][C:6]([OH:8])=[O:7])[CH2:30][CH2:29]2)=[CH:44][CH:45]=1, predict the reactants needed to synthesize it. The reactants are: Cl[CH2:2][CH2:3][O:4][CH2:5][C:6]([OH:8])=[O:7].ClCCO[CH2:13][C:14]([NH2:16])=O.C(OO[CH2:22][CH2:23][Cl:24])(=O)C.ClCCO[CH2:29][C:30]#[N:31].C(=O)([O-])[O-].[Na+].[Na+].C(=O)([O-])[O-].[K+].[K+].[C:44]1([CH3:51])[C:45](C)=[CH:46][CH:47]=[CH:48][CH:49]=1. (2) Given the product [ClH:1].[CH2:8]([NH:5][CH2:4][C:3]([F:7])([F:6])[F:2])[CH3:9], predict the reactants needed to synthesize it. The reactants are: [ClH:1].[F:2][C:3]([F:7])([F:6])[CH2:4][NH2:5].[CH2:8](N(CC)CC)[CH3:9].C(=O)C.[BH4-].[Na+]. (3) Given the product [C:1]([O:5][C:6](=[O:16])[NH:7][C:8]1[S:9][C:10]([CH2:14][CH3:15])=[C:11]([CH3:13])[N:12]=1)([CH3:4])([CH3:3])[CH3:2], predict the reactants needed to synthesize it. The reactants are: [C:1]([O:5][C:6](=[O:16])[NH:7][C:8]1[S:9][C:10]([C:14]#[CH:15])=[C:11]([CH3:13])[N:12]=1)([CH3:4])([CH3:3])[CH3:2]. (4) The reactants are: C([Li])CCC.[O:6]1[CH2:11][CH2:10][CH2:9][CH2:8][CH:7]1[O:12][C:13]1[CH:18]=[CH:17][C:16]([C:19]([F:22])([F:21])[F:20])=[CH:15][CH:14]=1.[I:23]I. Given the product [O:6]1[CH2:11][CH2:10][CH2:9][CH2:8][CH:7]1[O:12][C:13]1[CH:18]=[CH:17][C:16]([C:19]([F:20])([F:21])[F:22])=[CH:15][C:14]=1[I:23], predict the reactants needed to synthesize it.